Dataset: NCI-60 drug combinations with 297,098 pairs across 59 cell lines. Task: Regression. Given two drug SMILES strings and cell line genomic features, predict the synergy score measuring deviation from expected non-interaction effect. (1) Drug 1: C1=CC(=C2C(=C1NCCNCCO)C(=O)C3=C(C=CC(=C3C2=O)O)O)NCCNCCO. Drug 2: C1C(C(OC1N2C=NC(=NC2=O)N)CO)O. Cell line: SN12C. Synergy scores: CSS=40.3, Synergy_ZIP=-2.26, Synergy_Bliss=-7.22, Synergy_Loewe=-30.2, Synergy_HSA=-6.76. (2) Synergy scores: CSS=-5.12, Synergy_ZIP=2.34, Synergy_Bliss=4.98, Synergy_Loewe=-8.85, Synergy_HSA=-2.90. Drug 1: CC(C)NC(=O)C1=CC=C(C=C1)CNNC.Cl. Drug 2: C1C(C(OC1N2C=NC(=NC2=O)N)CO)O. Cell line: HOP-92. (3) Drug 1: CC(C1=C(C=CC(=C1Cl)F)Cl)OC2=C(N=CC(=C2)C3=CN(N=C3)C4CCNCC4)N. Drug 2: CC1=C2C(C(=O)C3(C(CC4C(C3C(C(C2(C)C)(CC1OC(=O)C(C(C5=CC=CC=C5)NC(=O)C6=CC=CC=C6)O)O)OC(=O)C7=CC=CC=C7)(CO4)OC(=O)C)O)C)OC(=O)C. Cell line: HOP-62. Synergy scores: CSS=20.5, Synergy_ZIP=-7.09, Synergy_Bliss=-2.01, Synergy_Loewe=-15.5, Synergy_HSA=-4.18. (4) Drug 1: C(=O)(N)NO. Drug 2: C1=CC=C(C(=C1)C(C2=CC=C(C=C2)Cl)C(Cl)Cl)Cl. Cell line: RPMI-8226. Synergy scores: CSS=-4.76, Synergy_ZIP=14.6, Synergy_Bliss=22.7, Synergy_Loewe=-5.49, Synergy_HSA=-1.70. (5) Drug 1: CC1OCC2C(O1)C(C(C(O2)OC3C4COC(=O)C4C(C5=CC6=C(C=C35)OCO6)C7=CC(=C(C(=C7)OC)O)OC)O)O. Drug 2: CC1C(C(=O)NC(C(=O)N2CCCC2C(=O)N(CC(=O)N(C(C(=O)O1)C(C)C)C)C)C(C)C)NC(=O)C3=C4C(=C(C=C3)C)OC5=C(C(=O)C(=C(C5=N4)C(=O)NC6C(OC(=O)C(N(C(=O)CN(C(=O)C7CCCN7C(=O)C(NC6=O)C(C)C)C)C)C(C)C)C)N)C. Cell line: SF-268. Synergy scores: CSS=29.7, Synergy_ZIP=11.7, Synergy_Bliss=12.2, Synergy_Loewe=11.7, Synergy_HSA=12.0. (6) Drug 1: C1=CC(=CC=C1CC(C(=O)O)N)N(CCCl)CCCl.Cl. Drug 2: C1CNP(=O)(OC1)N(CCCl)CCCl. Cell line: HOP-62. Synergy scores: CSS=5.68, Synergy_ZIP=-2.27, Synergy_Bliss=0.771, Synergy_Loewe=-12.0, Synergy_HSA=-2.32.